Dataset: Catalyst prediction with 721,799 reactions and 888 catalyst types from USPTO. Task: Predict which catalyst facilitates the given reaction. (1) Reactant: O[C:2]1[CH:7]=[CH:6][N:5]=[CH:4][C:3]=1[N+:8]([O-:10])=[O:9].P(Cl)(Cl)(Cl)(Cl)[Cl:12]. Product: [Cl:12][C:2]1[CH:7]=[CH:6][N:5]=[CH:4][C:3]=1[N+:8]([O-:10])=[O:9]. The catalyst class is: 265. (2) Reactant: [CH3:1][O:2][C:3]1[CH:4]=[C:5]([CH:9]=[CH:10][C:11]=1[O:12][CH3:13])[C:6]([OH:8])=O.C(Cl)CCl.C1C=CC2N(O)N=NC=2C=1.CCN(C(C)C)C(C)C.[Cl-].[CH3:38][O:39][C:40]([C:42]1[CH:43]=[C:44]([CH:47]=[CH:48][CH:49]=1)[CH2:45][NH3+:46])=[O:41]. Product: [CH3:38][O:39][C:40](=[O:41])[C:42]1[CH:49]=[CH:48][CH:47]=[C:44]([CH2:45][NH:46][C:6](=[O:8])[C:5]2[CH:9]=[CH:10][C:11]([O:12][CH3:13])=[C:3]([O:2][CH3:1])[CH:4]=2)[CH:43]=1. The catalyst class is: 139. (3) Reactant: [OH:1][C@H:2]([C:37]1[CH:42]=[CH:41][CH:40]=[CH:39][CH:38]=1)[CH2:3][N:4]([CH2:12][CH2:13][C:14]1[CH:19]=[CH:18][C:17]([C:20]2[CH:25]=[CH:24][C:23]([C:26]([NH:28][S:29]([CH3:32])(=[O:31])=[O:30])=[O:27])=[C:22]([O:33][CH:34]([CH3:36])[CH3:35])[CH:21]=2)=[CH:16][CH:15]=1)C(=O)OC(C)(C)C.O1CCOCC1.[ClH:49]. Product: [ClH:49].[OH:1][C@H:2]([C:37]1[CH:38]=[CH:39][CH:40]=[CH:41][CH:42]=1)[CH2:3][NH:4][CH2:12][CH2:13][C:14]1[CH:15]=[CH:16][C:17]([C:20]2[CH:25]=[CH:24][C:23]([C:26]([NH:28][S:29]([CH3:32])(=[O:31])=[O:30])=[O:27])=[C:22]([O:33][CH:34]([CH3:36])[CH3:35])[CH:21]=2)=[CH:18][CH:19]=1. The catalyst class is: 12. (4) Reactant: [CH2:1]([C:3]1([OH:18])[C:13]2[C:8](=[C:9]([O:15]C)[N:10]=[C:11]([I:14])[CH:12]=2)[CH2:7][O:6][C:5](=[O:17])[CH2:4]1)[CH3:2].[I-].[Na+].Cl[Si](C)(C)C.O.[O-]S([O-])=O.[Na+].[Na+].[Cl-].[Na+].O. Product: [CH2:1]([C:3]1([OH:18])[C:13]2[CH:12]=[C:11]([I:14])[NH:10][C:9](=[O:15])[C:8]=2[CH2:7][O:6][C:5](=[O:17])[CH2:4]1)[CH3:2]. The catalyst class is: 10. (5) Reactant: [P:1](Cl)(Cl)([O:3][C:4]1[CH:9]=[CH:8][CH:7]=[CH:6][CH:5]=1)=[O:2].[F:12][C:13]1[C:18]([OH:19])=[C:17]([F:20])[C:16]([F:21])=[C:15]([F:22])[C:14]=1[F:23].CCN(CC)CC.[ClH:31].[NH2:32][C@@H:33]([CH3:44])[C:34]([O:36][CH2:37][C:38]1[CH:43]=[CH:42][CH:41]=[CH:40][CH:39]=1)=[O:35]. Product: [Cl:31][C:7]1[CH:8]=[CH:9][C:4]([O:3][P:1]([NH:32][C@@H:33]([CH3:44])[C:34]([O:36][CH2:37][C:38]2[CH:43]=[CH:42][CH:41]=[CH:40][CH:39]=2)=[O:35])([O:19][C:18]2[C:13]([F:12])=[C:14]([F:23])[C:15]([F:22])=[C:16]([F:21])[C:17]=2[F:20])=[O:2])=[CH:5][CH:6]=1. The catalyst class is: 2.